This data is from Catalyst prediction with 721,799 reactions and 888 catalyst types from USPTO. The task is: Predict which catalyst facilitates the given reaction. (1) Reactant: CS(C)=O.C(Cl)(=O)C(Cl)=O.[CH3:11][N:12]1[CH2:17][CH2:16][CH2:15][CH2:14][CH:13]1[CH2:18][OH:19].C(N(CC)CC)C. Product: [CH3:11][N:12]1[CH2:17][CH2:16][CH2:15][CH2:14][CH:13]1[CH:18]=[O:19]. The catalyst class is: 4. (2) Reactant: [Cl:1][C:2]1[C:9]([O:10][CH3:11])=[CH:8][CH:7]=[C:6]([Cl:12])[C:3]=1[CH:4]=[O:5].[BH4-].[Na+]. Product: [Cl:1][C:2]1[C:9]([O:10][CH3:11])=[CH:8][CH:7]=[C:6]([Cl:12])[C:3]=1[CH2:4][OH:5]. The catalyst class is: 8. (3) Reactant: [CH2:1]([O:3][C:4](=[O:19])[CH2:5][CH2:6][CH2:7][N:8]1[C:12]2[N:13]=[C:14]([CH3:18])[N:15]=[C:16](Cl)[C:11]=2[CH:10]=[CH:9]1)[CH3:2].[C:20]([O:24][C:25](=[O:40])[C@H:26]([CH2:38][SH:39])[NH:27][S:28]([C:31]1[CH:36]=[CH:35][C:34]([Br:37])=[CH:33][CH:32]=1)(=[O:30])=[O:29])([CH3:23])([CH3:22])[CH3:21].CCN(C(C)C)C(C)C. Product: [CH2:1]([O:3][C:4](=[O:19])[CH2:5][CH2:6][CH2:7][N:8]1[C:12]2[N:13]=[C:14]([CH3:18])[N:15]=[C:16]([S:39][CH2:38][C@H:26]([NH:27][S:28]([C:31]3[CH:36]=[CH:35][C:34]([Br:37])=[CH:33][CH:32]=3)(=[O:29])=[O:30])[C:25]([O:24][C:20]([CH3:22])([CH3:23])[CH3:21])=[O:40])[C:11]=2[CH:10]=[CH:9]1)[CH3:2]. The catalyst class is: 37.